This data is from Reaction yield outcomes from USPTO patents with 853,638 reactions. The task is: Predict the reaction yield, written as a fraction of the theoretical maximum amount of product (1.0 means a 100% yield; for example, 0.34 means a 34% yield). The reactants are C(=[NH:14])(C1C=CC=CC=1)C1C=CC=CC=1.Br[C:16]1[CH:17]=[C:18]([C:22]([C:24]2[C:32]3[CH:31]=[N:30][CH:29]=[N:28][C:27]=3[N:26]([C@@H:33]([CH3:42])[CH2:34][O:35][CH:36]3[CH2:41][CH2:40][CH2:39][CH2:38][O:37]3)[CH:25]=2)=[O:23])[CH:19]=[N:20][CH:21]=1.C(P(C(C)(C)C)C1C=CC=CC=1C1C(C(C)C)=CC(C(C)C)=CC=1C(C)C)(C)(C)C.[O-]P([O-])([O-])=O.[K+].[K+].[K+]. The catalyst is COCCOC.C(Cl)Cl.C1C=CC(/C=C/C(/C=C/C2C=CC=CC=2)=O)=CC=1.C1C=CC(/C=C/C(/C=C/C2C=CC=CC=2)=O)=CC=1.C1C=CC(/C=C/C(/C=C/C2C=CC=CC=2)=O)=CC=1.[Pd].[Pd]. The product is [NH2:14][C:16]1[CH:17]=[C:18]([C:22]([C:24]2[C:32]3[CH:31]=[N:30][CH:29]=[N:28][C:27]=3[N:26]([C@@H:33]([CH3:42])[CH2:34][O:35][CH:36]3[CH2:41][CH2:40][CH2:39][CH2:38][O:37]3)[CH:25]=2)=[O:23])[CH:19]=[N:20][CH:21]=1. The yield is 0.700.